From a dataset of Retrosynthesis with 50K atom-mapped reactions and 10 reaction types from USPTO. Predict the reactants needed to synthesize the given product. Given the product Cn1c(NCC(=O)c2ccccc2)nc(-c2ccncc2)cc1=O, predict the reactants needed to synthesize it. The reactants are: Cn1c(Cl)nc(-c2ccncc2)cc1=O.NCC(=O)c1ccccc1.